Dataset: Full USPTO retrosynthesis dataset with 1.9M reactions from patents (1976-2016). Task: Predict the reactants needed to synthesize the given product. Given the product [NH2:23][CH:22]1[CH2:9][CH2:8][CH2:7][C:6]([C:16]([OH:18])=[O:17])([CH:10]2[CH2:11][CH2:12][CH2:13][CH2:14][CH2:15]2)[C:5]1([NH2:48])[C:19]([OH:21])=[O:20], predict the reactants needed to synthesize it. The reactants are: C(C1[CH2:9][CH2:8][CH2:7][C:6]([C:16]([OH:18])=[O:17])([CH:10]2[CH2:15][CH2:14][CH2:13][CH2:12][CH2:11]2)[C:5]1([C:22](=O)[NH2:23])[C:19]([OH:21])=[O:20])(=O)N.FC(F)(F)C(OI(C1C=CC=CC=1)OC(=O)C(F)(F)F)=O.C(#[N:48])C.Cl.